Dataset: Full USPTO retrosynthesis dataset with 1.9M reactions from patents (1976-2016). Task: Predict the reactants needed to synthesize the given product. (1) Given the product [Cl:1][C:2]1[C:13]([Cl:14])=[CH:12][CH:11]=[CH:10][C:3]=1[CH2:4][CH:5]([C:6]#[N:7])[C:8]#[N:9], predict the reactants needed to synthesize it. The reactants are: [Cl:1][C:2]1[C:13]([Cl:14])=[CH:12][CH:11]=[CH:10][C:3]=1[CH:4]=[C:5]([C:8]#[N:9])[C:6]#[N:7].O1CCCC1.[BH4-].[Na+].C(C(CC1C=CC(OC)=CC=1)(C#N)C#N)C=C. (2) Given the product [C:1]([O:5][C:6]([NH:8][C@H:9]([C:20]([NH:22][C@@H:23]([C:25]([NH:27][CH2:28][C@@H:29]([NH:37]/[C:49](/[NH:50][C:51]([O:53][CH2:54][C:55]1[CH:60]=[CH:59][CH:58]=[CH:57][CH:56]=1)=[O:52])=[N:48]\[C:46]([O:45][CH2:38][C:39]1[CH:44]=[CH:43][CH:42]=[CH:41][CH:40]=1)=[O:47])[CH2:30][C:31]1[CH:36]=[CH:35][CH:34]=[CH:33][CH:32]=1)=[O:26])[CH3:24])=[O:21])[CH2:10][C:11]1[C:16]([CH3:17])=[CH:15][C:14]([OH:18])=[CH:13][C:12]=1[CH3:19])=[O:7])([CH3:2])([CH3:3])[CH3:4], predict the reactants needed to synthesize it. The reactants are: [C:1]([O:5][C:6]([NH:8][C@H:9]([C:20]([NH:22][C@@H:23]([C:25]([NH:27][CH2:28][C@@H:29]([NH2:37])[CH2:30][C:31]1[CH:36]=[CH:35][CH:34]=[CH:33][CH:32]=1)=[O:26])[CH3:24])=[O:21])[CH2:10][C:11]1[C:16]([CH3:17])=[CH:15][C:14]([OH:18])=[CH:13][C:12]=1[CH3:19])=[O:7])([CH3:4])([CH3:3])[CH3:2].[CH2:38]([O:45][C:46]([NH:48][C:49](N1C=CC=N1)=[N:50][C:51]([O:53][CH2:54][C:55]1[CH:60]=[CH:59][CH:58]=[CH:57][CH:56]=1)=[O:52])=[O:47])[C:39]1[CH:44]=[CH:43][CH:42]=[CH:41][CH:40]=1.C(N(CC)C(C)C)(C)C.